This data is from Forward reaction prediction with 1.9M reactions from USPTO patents (1976-2016). The task is: Predict the product of the given reaction. (1) The product is: [CH2:1]([N:8]1[C:16]([NH2:33])=[C:15]2[C:10]([CH:11]=[C:12]([B:17]3[O:18][C:19]([CH3:25])([CH3:24])[C:20]([CH3:23])([CH3:22])[O:21]3)[CH:13]=[CH:14]2)=[N:9]1)[C:2]1[CH:3]=[CH:4][CH:5]=[CH:6][CH:7]=1. Given the reactants [CH2:1]([N:8]1[CH:16]=[C:15]2[C:10]([CH:11]=[C:12]([B:17]3[O:21][C:20]([CH3:23])([CH3:22])[C:19]([CH3:25])([CH3:24])[O:18]3)[CH:13]=[CH:14]2)=[N:9]1)[C:2]1[CH:7]=[CH:6][CH:5]=[CH:4][CH:3]=1.C([N:33]1C(N)=C2C(C=C(Br)C=C2)=N1)C1C=CC=CC=1, predict the reaction product. (2) Given the reactants O1CCCC1CCO.C([O:16][CH2:17][CH2:18][N:19]1[CH:23]=[C:22]([CH2:24][CH2:25][O:26][C:27]2[CH:32]=[CH:31][C:30]([Cl:33])=[CH:29][C:28]=2[Cl:34])[C:21]([O:35][CH:36]([CH3:38])[CH3:37])=[N:20]1)C1C=CC=CC=1, predict the reaction product. The product is: [Cl:34][C:28]1[CH:29]=[C:30]([Cl:33])[CH:31]=[CH:32][C:27]=1[O:26][CH2:25][CH2:24][C:22]1[C:21]([O:35][CH:36]([CH3:38])[CH3:37])=[N:20][N:19]([CH2:18][CH2:17][OH:16])[CH:23]=1. (3) Given the reactants [CH3:1][N:2]1[C:10]2[C:5](=[CH:6][C:7](B3OC(C)(C)C(C)(C)O3)=[CH:8][CH:9]=2)[CH2:4][C:3]1=[O:20].[Br:21][C:22]1[CH:23]=[N:24][CH:25]=[C:26](Br)[CH:27]=1.COCCOC.C(=O)([O-])[O-].[Na+].[Na+], predict the reaction product. The product is: [Br:21][C:22]1[CH:27]=[C:26]([C:7]2[CH:6]=[C:5]3[C:10](=[CH:9][CH:8]=2)[N:2]([CH3:1])[C:3](=[O:20])[CH2:4]3)[CH:25]=[N:24][CH:23]=1. (4) Given the reactants Cl[CH2:2][C:3]([NH:5][C:6]1[CH:19]=[CH:18][C:9]2[O:10][C:11]3[CH2:17][CH2:16][CH2:15][CH2:14][CH2:13][C:12]=3[C:8]=2[CH:7]=1)=[O:4].[NH:20]1[CH2:25][CH2:24][O:23][CH2:22][CH2:21]1.C(=O)([O-])[O-].[Cs+].[Cs+], predict the reaction product. The product is: [N:20]1([CH2:2][C:3]([NH:5][C:6]2[CH:19]=[CH:18][C:9]3[O:10][C:11]4[CH2:17][CH2:16][CH2:15][CH2:14][CH2:13][C:12]=4[C:8]=3[CH:7]=2)=[O:4])[CH2:25][CH2:24][O:23][CH2:22][CH2:21]1. (5) Given the reactants [CH3:1][CH2:2][CH2:3][CH2:4][CH3:5].[C:6]([Li])(C)(C)C.[CH:11]([C:13]1[CH:22]=[CH:21][C:16](C(OC)=O)=[CH:15][C:14]=1O)=[O:12].[Cl-].[NH4+].O, predict the reaction product. The product is: [C:3]1([CH:11]([C:13]2[CH:22]=[CH:21][CH:16]=[CH:15][CH:14]=2)[OH:12])[CH:4]=[CH:5][CH:6]=[CH:1][CH:2]=1. (6) The product is: [CH2:1]([C:3]1[CH:8]=[C:7]([N+:9]([O-:11])=[O:10])[C:6]([O:12][CH3:13])=[CH:5][C:4]=1[N:31]1[CH2:30][CH2:29][N:28]([CH2:27][CH2:26][S:23]([CH3:22])(=[O:24])=[O:25])[CH2:33][CH2:32]1)[CH3:2]. Given the reactants [CH2:1]([C:3]1[CH:8]=[C:7]([N+:9]([O-:11])=[O:10])[C:6]([O:12][CH3:13])=[CH:5][C:4]=1F)[CH3:2].C(=O)([O-])[O-].[K+].[K+].Cl.[CH3:22][S:23]([CH2:26][CH2:27][N:28]1[CH2:33][CH2:32][NH:31][CH2:30][CH2:29]1)(=[O:25])=[O:24].O, predict the reaction product. (7) Given the reactants [Cl:1][C:2]1[CH:7]=[CH:6][C:5]([C:8]2[CH:13]=[CH:12][CH:11]=[CH:10][CH:9]=2)=[CH:4][C:3]=1[CH3:14].[Br:15]N1C(=O)CCC1=O.N(C(C)(C)C#N)=NC(C)(C)C#N, predict the reaction product. The product is: [Cl:1][C:2]1[CH:7]=[CH:6][C:5]([C:8]2[CH:13]=[CH:12][CH:11]=[CH:10][CH:9]=2)=[CH:4][C:3]=1[CH2:14][Br:15].